This data is from Forward reaction prediction with 1.9M reactions from USPTO patents (1976-2016). The task is: Predict the product of the given reaction. (1) Given the reactants [CH2:1]([N:8]1[C:16]2[C:11](=[CH:12][C:13]([OH:17])=[CH:14][CH:15]=2)[CH2:10][CH2:9]1)[C:2]1[CH:7]=[CH:6][CH:5]=[CH:4][CH:3]=1.[CH3:18][N:19]([CH3:29])[C:20]1[CH:25]=[CH:24][C:23]([N:26]=[C:27]=[O:28])=[CH:22][CH:21]=1, predict the reaction product. The product is: [CH3:18][N:19]([CH3:29])[C:20]1[CH:25]=[CH:24][C:23]([NH:26][C:27](=[O:28])[O:17][C:13]2[CH:12]=[C:11]3[C:16](=[CH:15][CH:14]=2)[N:8]([CH2:1][C:2]2[CH:3]=[CH:4][CH:5]=[CH:6][CH:7]=2)[CH2:9][CH2:10]3)=[CH:22][CH:21]=1. (2) Given the reactants [C:1]([O:6][C:7]([CH3:10])([CH3:9])[CH3:8])(=[O:5])[C:2]([CH3:4])=[CH2:3].[C:11]([O:16][CH2:17][C:18]1[CH:23]=[CH:22][CH:21]=[CH:20][CH:19]=1)(=[O:15])[C:12]([CH3:14])=[CH2:13].[C:24]([OH:29])(=[O:28])[C:25]([CH3:27])=[CH2:26].N(C(C)(CC)C([O-])=O)=NC(C)(CC)C([O-])=O, predict the reaction product. The product is: [C:1]([O:6][CH:7]([CH3:10])[CH2:8][O:15][CH3:11])(=[O:5])[CH3:2].[C:1]([O:6][C:7]([CH3:10])([CH3:9])[CH3:8])(=[O:5])[C:2]([CH3:4])=[CH2:3].[C:11]([O:16][CH2:17][C:18]1[CH:19]=[CH:20][CH:21]=[CH:22][CH:23]=1)(=[O:15])[C:12]([CH3:14])=[CH2:13].[C:24]([OH:29])(=[O:28])[C:25]([CH3:27])=[CH2:26]. (3) The product is: [CH3:29][O:28][C:25]1[CH:26]=[CH:27][C:22]([C:21]([O:1][C:2]2[CH:7]=[CH:6][CH:5]=[CH:4][C:3]=2[NH:8][C:9](=[O:20])[C:10]2[CH:15]=[CH:14][C:13]([C:16]([CH3:17])([CH3:19])[CH3:18])=[CH:12][CH:11]=2)=[O:30])=[CH:23][CH:24]=1. Given the reactants [OH:1][C:2]1[CH:7]=[CH:6][CH:5]=[CH:4][C:3]=1[NH:8][C:9](=[O:20])[C:10]1[CH:15]=[CH:14][C:13]([C:16]([CH3:19])([CH3:18])[CH3:17])=[CH:12][CH:11]=1.[C:21](Cl)(=[O:30])[C:22]1[CH:27]=[CH:26][C:25]([O:28][CH3:29])=[CH:24][CH:23]=1, predict the reaction product.